This data is from Reaction yield outcomes from USPTO patents with 853,638 reactions. The task is: Predict the reaction yield, written as a fraction of the theoretical maximum amount of product (1.0 means a 100% yield; for example, 0.34 means a 34% yield). (1) The reactants are [CH3:1][O:2][C:3]1[C:4]([CH3:25])=[CH:5][C:6]([CH2:12][C:13]2[C:14]([CH3:24])=[N:15][N:16]([CH2:19][CH2:20][C:21]([OH:23])=O)[C:17]=2[CH3:18])=[C:7]2[C:11]=1[CH2:10][CH2:9][CH2:8]2.C(C1NC=CN=1)(C1NC=CN=1)=O.[CH:38]([NH2:41])([CH3:40])[CH3:39].O. The catalyst is O1CCCC1.CCCCCC. The product is [CH:38]([NH:41][C:21](=[O:23])[CH2:20][CH2:19][N:16]1[C:17]([CH3:18])=[C:13]([CH2:12][C:6]2[CH:5]=[C:4]([CH3:25])[C:3]([O:2][CH3:1])=[C:11]3[C:7]=2[CH2:8][CH2:9][CH2:10]3)[C:14]([CH3:24])=[N:15]1)([CH3:40])[CH3:39]. The yield is 0.728. (2) The reactants are [OH:1][C:2]1[CH:3]=[C:4]([CH:19]=[CH:20][CH:21]=1)[CH:5]=[C:6]1[CH2:11][CH2:10][N:9]([C:12]([O:14][C:15]([CH3:18])([CH3:17])[CH3:16])=[O:13])[CH2:8][CH2:7]1.Br[C:23]1[CH:24]=[CH:25][C:26]([C:29]([F:32])([F:31])[F:30])=[N:27][CH:28]=1.C(=O)([O-])[O-].[Cs+].[Cs+]. The catalyst is C1(C)C=CC=CC=1.CC#N.CC#N.CC#N.CC#N.F[P-](F)(F)(F)(F)F.[Cu+]. The product is [F:30][C:29]([F:32])([F:31])[C:26]1[N:27]=[CH:28][C:23]([O:1][C:2]2[CH:3]=[C:4]([CH:19]=[CH:20][CH:21]=2)[CH:5]=[C:6]2[CH2:7][CH2:8][N:9]([C:12]([O:14][C:15]([CH3:18])([CH3:16])[CH3:17])=[O:13])[CH2:10][CH2:11]2)=[CH:24][CH:25]=1. The yield is 0.470. (3) The reactants are C([O:8][C:9]1[CH:18]=[C:17]2[C:12]([C:13](=[O:27])[N:14]([CH2:19][O:20][C:21](=[O:26])[C:22]([CH3:25])([CH3:24])[CH3:23])[CH:15]=[N:16]2)=[CH:11][C:10]=1[O:28][CH3:29])C1C=CC=CC=1. The catalyst is [Pd].C(OCC)(=O)C.CN(C=O)C.CO.C(O)(=O)C. The product is [OH:8][C:9]1[CH:18]=[C:17]2[C:12]([C:13](=[O:27])[N:14]([CH2:19][O:20][C:21](=[O:26])[C:22]([CH3:23])([CH3:24])[CH3:25])[CH:15]=[N:16]2)=[CH:11][C:10]=1[O:28][CH3:29]. The yield is 0.800. (4) The reactants are [CH2:1]([O:8][C:9](=[O:30])[NH:10][C:11]1[CH:16]=[CH:15][C:14]([F:17])=[C:13]([CH:18]([OH:28])[C:19]2[C:27]3[C:22](=[N:23][CH:24]=[CH:25][CH:26]=3)[NH:21][CH:20]=2)[C:12]=1[F:29])[C:2]1[CH:7]=[CH:6][CH:5]=[CH:4][CH:3]=1.O1CCCC1.CC(OI1(OC(C)=O)(OC(C)=O)OC(=O)C2C=CC=CC1=2)=O. The catalyst is O. The yield is 0.910. The product is [CH2:1]([O:8][C:9](=[O:30])[NH:10][C:11]1[CH:16]=[CH:15][C:14]([F:17])=[C:13]([C:18]([C:19]2[C:27]3[C:22](=[N:23][CH:24]=[CH:25][CH:26]=3)[NH:21][CH:20]=2)=[O:28])[C:12]=1[F:29])[C:2]1[CH:3]=[CH:4][CH:5]=[CH:6][CH:7]=1. (5) The reactants are Cl.Cl.[NH2:3][CH:4]1[C:22](=[O:23])[N:21]2[CH:17]([CH2:18][CH:19]([O:24][C:25]3[C:34]4[C:29](=[CH:30][CH:31]=[CH:32][CH:33]=4)[CH:28]=[CH:27][N:26]=3)[CH2:20]2)[C:16](=[O:35])[NH:15][C:14]2([C:36]([NH:38][S:39]([CH:42]3[CH2:44][CH2:43]3)(=[O:41])=[O:40])=[O:37])[CH:12]([CH2:13]2)[CH:11]=[CH:10][CH2:9][CH2:8][CH2:7][CH2:6][CH2:5]1.CCN(C(C)C)C(C)C.Cl[C:55]([OH:57])=[O:56].[O:58]1[CH2:63][CH2:62][CH2:61][CH2:60][CH2:59]1. The catalyst is C(Cl)Cl. The product is [O:58]1[CH2:63][CH2:62][CH:61]([O:57][C:55](=[O:56])[NH:3][CH:4]2[C:22](=[O:23])[N:21]3[CH:17]([CH2:18][CH:19]([O:24][C:25]4[C:34]5[C:29](=[CH:30][CH:31]=[CH:32][CH:33]=5)[CH:28]=[CH:27][N:26]=4)[CH2:20]3)[C:16](=[O:35])[NH:15][C:14]3([C:36]([NH:38][S:39]([CH:42]4[CH2:43][CH2:44]4)(=[O:40])=[O:41])=[O:37])[CH:12]([CH2:13]3)[CH:11]=[CH:10][CH2:9][CH2:8][CH2:7][CH2:6][CH2:5]2)[CH2:60][CH2:59]1. The yield is 0.520.